This data is from Forward reaction prediction with 1.9M reactions from USPTO patents (1976-2016). The task is: Predict the product of the given reaction. (1) Given the reactants [NH2:1][C:2]1[S:3][CH:4]=[C:5]([CH2:7][C:8]([O:10][CH2:11][CH3:12])=[O:9])[N:6]=1.[CH2:13]([C:16]1[CH:21]=[CH:20][C:19]([S:22](Cl)(=[O:24])=[O:23])=[CH:18][CH:17]=1)[CH2:14][CH3:15], predict the reaction product. The product is: [CH2:13]([C:16]1[CH:21]=[CH:20][C:19]([S:22]([NH:1][C:2]2[S:3][CH:4]=[C:5]([CH2:7][C:8]([O:10][CH2:11][CH3:12])=[O:9])[N:6]=2)(=[O:24])=[O:23])=[CH:18][CH:17]=1)[CH2:14][CH3:15]. (2) Given the reactants C[O:2][C:3]1[CH:4]=[C:5]([CH:8]=[CH:9][C:10]=1[OH:11])[C:6]#[N:7].[Cl-].[Li+].CN(C=O)C.Cl, predict the reaction product. The product is: [OH:2][C:3]1[CH:4]=[C:5]([CH:8]=[CH:9][C:10]=1[OH:11])[C:6]#[N:7]. (3) Given the reactants [CH3:1][O:2][C:3]1[CH:8]=[CH:7][C:6]([CH2:9][C:10]([OH:12])=O)=[CH:5][CH:4]=1.[NH2:13][C:14]1[S:15][CH:16]=[CH:17][C:18]=1[C:19]#[N:20], predict the reaction product. The product is: [C:19]([C:18]1[CH:17]=[CH:16][S:15][C:14]=1[NH:13][C:10](=[O:12])[CH2:9][C:6]1[CH:5]=[CH:4][C:3]([O:2][CH3:1])=[CH:8][CH:7]=1)#[N:20]. (4) Given the reactants C([O-])(=O)C.[NH4+:5].[C:6]1([CH2:12][O:13][C:14](=[O:24])[CH2:15][C:16]2[CH2:21][CH2:20][CH2:19][C:18](=O)[C:17]=2O)[CH:11]=[CH:10][CH:9]=[CH:8][CH:7]=1.[CH:25](=O)[CH:26]([CH3:28])[CH3:27].[Cl:30][C:31]1[CH:36]=[CH:35][C:34]([C@@H:37]([NH2:39])[CH3:38])=[CH:33][CH:32]=1, predict the reaction product. The product is: [C:6]1([CH2:12][O:13][C:14](=[O:24])[CH2:15][CH:16]2[C:17]3[N:39]([C@H:37]([C:34]4[CH:35]=[CH:36][C:31]([Cl:30])=[CH:32][CH:33]=4)[CH3:38])[C:25]([CH:26]([CH3:28])[CH3:27])=[N:5][C:18]=3[CH2:19][CH2:20][CH2:21]2)[CH:11]=[CH:10][CH:9]=[CH:8][CH:7]=1. (5) Given the reactants F[P-](F)(F)(F)(F)F.N1(O[P+](N(C)C)(N(C)C)N(C)C)C2C=CC=CC=2N=N1.[O:28]=[C:29]1[NH:37][C:32]2=[N:33][CH:34]=[CH:35][CH:36]=[C:31]2[C@@:30]21[CH2:48][C:40]1=[N:41][CH:42]=[C:43]([C:45]([OH:47])=O)[CH:44]=[C:39]1[CH2:38]2.Cl.[NH2:50][C@H:51]1[CH2:56][C@@H:55]([C:57]2[CH:62]=[CH:61][CH:60]=[C:59]([CH3:63])[C:58]=2[F:64])[C@@H:54]([CH3:65])[N:53]([CH2:66][C:67]([F:70])([F:69])[F:68])[C:52]1=[O:71].C(N(CC)C(C)C)(C)C, predict the reaction product. The product is: [F:64][C:58]1[C:59]([CH3:63])=[CH:60][CH:61]=[CH:62][C:57]=1[C@H:55]1[C@@H:54]([CH3:65])[N:53]([CH2:66][C:67]([F:69])([F:70])[F:68])[C:52](=[O:71])[C@@H:51]([NH:50][C:45]([C:43]2[CH:44]=[C:39]3[CH2:38][C@@:30]4([C:31]5[C:32](=[N:33][CH:34]=[CH:35][CH:36]=5)[NH:37][C:29]4=[O:28])[CH2:48][C:40]3=[N:41][CH:42]=2)=[O:47])[CH2:56]1. (6) Given the reactants [ClH:1].CCOCC.[CH3:7][N:8]([CH2:26][C:27]1[CH:36]=[CH:35][C:34]2[C:29](=[CH:30][CH:31]=[CH:32][CH:33]=2)[C:28]=1[CH2:37][CH2:38][CH3:39])[C:9](=[O:25])/[CH:10]=[CH:11]/[C:12]1[CH:24]=[N:23][C:15]2[NH:16][C:17](=[O:22])[CH2:18][N:19]([CH3:21])[CH2:20][C:14]=2[CH:13]=1, predict the reaction product. The product is: [ClH:1].[CH3:7][N:8]([CH2:26][C:27]1[CH:36]=[CH:35][C:34]2[C:29](=[CH:30][CH:31]=[CH:32][CH:33]=2)[C:28]=1[CH2:37][CH2:38][CH3:39])[C:9](=[O:25])/[CH:10]=[CH:11]/[C:12]1[CH:24]=[N:23][C:15]2[NH:16][C:17](=[O:22])[CH2:18][N:19]([CH3:21])[CH2:20][C:14]=2[CH:13]=1. (7) Given the reactants [C:1](=[O:18])([O:10][N:11]1[C:15](=[O:16])[CH2:14][CH2:13][C:12]1=[O:17])[O:2]N1C(=O)CCC1=O.[CH3:19][C:20]1[CH:27]=[CH:26][C:23]([CH2:24]O)=[CH:22][CH:21]=1.O.CCOCC, predict the reaction product. The product is: [CH3:19][C:20]1[CH:27]=[CH:26][C:23]([CH2:24][O:2][C:1](=[O:18])[O:10][N:11]2[C:12](=[O:17])[CH2:13][CH2:14][C:15]2=[O:16])=[CH:22][CH:21]=1. (8) Given the reactants [OH:1][C:2]([CH:4]([C:6]1[CH:15]=[CH:14][C:9]([CH2:10][CH:11]([CH3:13])[CH3:12])=[CH:8][CH:7]=1)[CH3:5])=[O:3].[N+](=[CH2:18])=[N-], predict the reaction product. The product is: [CH2:10]([C:9]1[CH:8]=[CH:7][C:6]([C@@H:4]([CH3:5])[C:2]([O:1][CH3:18])=[O:3])=[CH:15][CH:14]=1)[CH:11]([CH3:12])[CH3:13].